This data is from Full USPTO retrosynthesis dataset with 1.9M reactions from patents (1976-2016). The task is: Predict the reactants needed to synthesize the given product. Given the product [F:1][C:2]1[CH:3]=[C:4]([CH:8]=[CH:9][C:10]=1[S:34]([CH:32]([CH3:31])[CH3:23])(=[O:35])=[O:17])[C:5]([OH:7])=[O:6], predict the reactants needed to synthesize it. The reactants are: [F:1][C:2]1[CH:3]=[C:4]([CH:8]=[CH:9][C:10]=1F)[C:5]([OH:7])=[O:6].CC(S)C.C(=O)([O-])[O-:17].[Cs+].[Cs+].Cl[C:23]1C=C(C=[CH:31][CH:32]=1)C(OO)=O.C[S:34](C)=[O:35].